From a dataset of Peptide-MHC class I binding affinity with 185,985 pairs from IEDB/IMGT. Regression. Given a peptide amino acid sequence and an MHC pseudo amino acid sequence, predict their binding affinity value. This is MHC class I binding data. The peptide sequence is LMDSIFVST. The MHC is HLA-B07:02 with pseudo-sequence HLA-B07:02. The binding affinity (normalized) is 0.